From a dataset of Forward reaction prediction with 1.9M reactions from USPTO patents (1976-2016). Predict the product of the given reaction. (1) Given the reactants [F:1][C:2]1[CH:9]=[CH:8][C:5]([CH2:6][NH2:7])=[CH:4][CH:3]=1.[CH2:10]([O:12][C:13]([CH:15]1[CH2:19][CH2:18][CH2:17][C:16]1=O)=[O:14])[CH3:11].C(O)(=O)C, predict the reaction product. The product is: [CH2:10]([O:12][C:13]([C:15]1[CH2:19][CH2:18][CH2:17][C:16]=1[NH:7][CH2:6][C:5]1[CH:8]=[CH:9][C:2]([F:1])=[CH:3][CH:4]=1)=[O:14])[CH3:11]. (2) Given the reactants Cl[C:2]1[N:7]=[C:6]([C:8]([F:11])([F:10])[F:9])[CH:5]=[CH:4][N:3]=1.[NH2:12][C:13]1[CH:14]=[C:15]([C:19]2[N:20]=[C:21]([N:24]3[CH2:29][CH2:28][CH:27]([C:30]([O:32][CH2:33][CH3:34])=[O:31])[CH2:26][CH2:25]3)[S:22][CH:23]=2)[CH:16]=[CH:17][CH:18]=1.CC1C=CC(S(O)(=O)=O)=CC=1, predict the reaction product. The product is: [F:9][C:8]([F:11])([F:10])[C:6]1[CH:5]=[CH:4][N:3]=[C:2]([NH:12][C:13]2[CH:14]=[C:15]([C:19]3[N:20]=[C:21]([N:24]4[CH2:29][CH2:28][CH:27]([C:30]([O:32][CH2:33][CH3:34])=[O:31])[CH2:26][CH2:25]4)[S:22][CH:23]=3)[CH:16]=[CH:17][CH:18]=2)[N:7]=1. (3) Given the reactants C([Li])CCC.[Cl:6][C:7]1[CH:16]=[CH:15][C:10]2[S:11][CH:12]=[C:13]([CH3:14])[C:9]=2[CH:8]=1.Cl[C:18]([O:20][CH2:21][CH3:22])=[O:19].O, predict the reaction product. The product is: [Cl:6][C:7]1[CH:16]=[CH:15][C:10]2[S:11][C:12]([C:18]([O:20][CH2:21][CH3:22])=[O:19])=[C:13]([CH3:14])[C:9]=2[CH:8]=1. (4) Given the reactants [CH2:1]([O:8][C:9]([N:11]1[CH2:16][CH2:15][CH2:14][C@@H:13]([CH3:17])[C@H:12]1[C:18](O)=[O:19])=[O:10])[C:2]1[CH:7]=[CH:6][CH:5]=[CH:4][CH:3]=1, predict the reaction product. The product is: [OH:19][CH2:18][C@@H:12]1[C@H:13]([CH3:17])[CH2:14][CH2:15][CH2:16][N:11]1[C:9]([O:8][CH2:1][C:2]1[CH:3]=[CH:4][CH:5]=[CH:6][CH:7]=1)=[O:10]. (5) Given the reactants Br[C:2]1[CH:7]=[CH:6][N:5]2[C:8]([C:11]([NH:13][C:14]3[CH:19]=[C:18]([C:20](=[O:31])[NH:21][CH2:22][C:23]4[CH:28]=[CH:27][C:26]([F:29])=[C:25]([F:30])[CH:24]=4)[CH:17]=[CH:16][C:15]=3[F:32])=[O:12])=[CH:9][N:10]=[C:4]2[CH:3]=1.[F:33][C:34]1[CH:43]=[C:42](B2OC(C)(C)C(C)(C)O2)[CH:41]=[CH:40][C:35]=1[C:36]([O:38][CH3:39])=[O:37].C(=O)([O-])[O-].[Cs+].[Cs+].C(Cl)Cl, predict the reaction product. The product is: [F:30][C:25]1[CH:24]=[C:23]([CH:28]=[CH:27][C:26]=1[F:29])[CH2:22][NH:21][C:20]([C:18]1[CH:17]=[CH:16][C:15]([F:32])=[C:14]([NH:13][C:11]([C:8]2[N:5]3[CH:6]=[CH:7][C:2]([C:42]4[CH:41]=[CH:40][C:35]([C:36]([O:38][CH3:39])=[O:37])=[C:34]([F:33])[CH:43]=4)=[CH:3][C:4]3=[N:10][CH:9]=2)=[O:12])[CH:19]=1)=[O:31]. (6) The product is: [C:12]([O:18][C:2]1([CH3:1])[CH2:7][CH2:6][CH:5]([CH:9]([CH3:11])[CH3:10])[CH2:4][CH2:3]1)(=[O:17])[CH2:13][C:14]([CH3:16])=[O:15]. Given the reactants [CH3:1][C@H:2]1[CH2:7][C@@H:6](O)[C@H:5]([CH:9]([CH3:11])[CH3:10])[CH2:4][CH2:3]1.[C:12]([O:18]C)(=[O:17])[CH2:13][C:14]([CH3:16])=[O:15].C1(C)C=CC(S(O)(=O)=O)=CC=1.CCCCCCC, predict the reaction product. (7) Given the reactants [Cl:1][C:2]1[C:10]([C:11]2[CH:16]=[CH:15][C:14]([F:17])=[CH:13][CH:12]=2)=[CH:9][C:8]([O:18][CH3:19])=[C:7]2[C:3]=1[C:4](=[O:21])C(=O)[NH:6]2.[OH-].[Na+].OO.C(O)(=[O:28])C.Cl, predict the reaction product. The product is: [NH2:6][C:7]1[C:8]([O:18][CH3:19])=[CH:9][C:10]([C:11]2[CH:12]=[CH:13][C:14]([F:17])=[CH:15][CH:16]=2)=[C:2]([Cl:1])[C:3]=1[C:4]([OH:21])=[O:28]. (8) Given the reactants [C:1]([O:5][C:6]([NH:8][C@@H:9]([CH2:13][S:14][CH2:15][C:16]1[CH:21]=[CH:20][C:19]([O:22][CH3:23])=[CH:18][CH:17]=1)[C:10]([OH:12])=O)=[O:7])([CH3:4])([CH3:3])[CH3:2].CN1CCOCC1.ClC(OCC)=O.[OH-].[K+].[CH3:39][N:40]([N:44]=O)C(N)=O, predict the reaction product. The product is: [C:1]([O:5][C:6](=[O:7])[NH:8][C@@H:9]([CH2:13][S:14][CH2:15][C:16]1[CH:21]=[CH:20][C:19]([O:22][CH3:23])=[CH:18][CH:17]=1)[C:10](=[O:12])[CH:39]=[N+:40]=[N-:44])([CH3:2])([CH3:3])[CH3:4]. (9) The product is: [Br:12][C:13]1[CH:18]=[CH:17][C:16]([C:2]2[S:3][CH:4]=[CH:5][N:6]=2)=[CH:15][CH:14]=1. Given the reactants Br[C:2]1[S:3][CH:4]=[CH:5][N:6]=1.C([Mg]Cl)(C)C.[Br:12][C:13]1[CH:18]=[CH:17][C:16](I)=[CH:15][CH:14]=1.C(N(CC(O)=O)CC(O)=O)CN(CC(O)=O)CC(O)=O.O.C1C(C(N)=O)=CN(C2OC(COP(OP(OCC3OC(N4C5N=CN=C(N)C=5N=C4)C(OP([O-])([O-])=O)C3O)([O-])=O)([O-])=O)C(O)C2O)C=C1.[Na+].[Na+].[Na+].[Na+], predict the reaction product.